From a dataset of Catalyst prediction with 721,799 reactions and 888 catalyst types from USPTO. Predict which catalyst facilitates the given reaction. (1) Reactant: [OH:1][C:2]1[CH:9]=[CH:8][C:5]([C:6]#[N:7])=[CH:4][CH:3]=1.C(=O)([O-])[O-].[K+].[K+].C[CH:17](C)[CH2:18][C:19](=[O:21])C.BrCCCO. Product: [OH:21][CH2:19][CH2:18][CH2:17][O:1][C:2]1[CH:9]=[CH:8][C:5]([C:6]#[N:7])=[CH:4][CH:3]=1. The catalyst class is: 6. (2) Reactant: [Cl:1][C:2]1[C:10]([CH2:11][NH:12][C:13]([C:15]([CH3:18])([CH3:17])[CH3:16])=[O:14])=[CH:9][CH:8]=[C:7]([F:19])[C:3]=1[C:4]([OH:6])=O.[NH2:20][C:21]1[CH:22]=[CH:23][C:24]([O:37][CH2:38][CH:39]([F:41])[F:40])=[C:25]([CH:36]=1)[C:26]([NH:28][C:29]1[CH:34]=[CH:33][C:32]([Br:35])=[CH:31][CH:30]=1)=[O:27].CN(C(ON1N=NC2C=CC=NC1=2)=[N+](C)C)C.F[P-](F)(F)(F)(F)F. Product: [F:41][CH:39]([F:40])[CH2:38][O:37][C:24]1[CH:23]=[CH:22][C:21]([NH:20][C:4](=[O:6])[C:3]2[C:7]([F:19])=[CH:8][CH:9]=[C:10]([CH2:11][NH:12][C:13]([C:15]([CH3:18])([CH3:17])[CH3:16])=[O:14])[C:2]=2[Cl:1])=[CH:36][C:25]=1[C:26]([NH:28][C:29]1[CH:34]=[CH:33][C:32]([Br:35])=[CH:31][CH:30]=1)=[O:27]. The catalyst class is: 1. (3) Reactant: [NH2:1][C:2]1[CH:3]=[C:4]([C:8]2[C:17]3[C:12](=[C:13]([C:18]4[CH:23]=[CH:22][CH:21]=[CH:20][CH:19]=4)[CH:14]=[CH:15][CH:16]=3)[C:11]([NH:24][CH2:25][C:26]3[CH:31]=[CH:30][CH:29]=[CH:28][N:27]=3)=[N:10][N:9]=2)[CH:5]=[N:6][CH:7]=1.N1C=CC=CC=1.[C:38](Cl)(=[O:40])[CH3:39]. Product: [C:18]1([C:13]2[CH:14]=[CH:15][CH:16]=[C:17]3[C:12]=2[C:11]([NH:24][CH2:25][C:26]2[CH:31]=[CH:30][CH:29]=[CH:28][N:27]=2)=[N:10][N:9]=[C:8]3[C:4]2[CH:3]=[C:2]([NH:1][C:38](=[O:40])[CH3:39])[CH:7]=[N:6][CH:5]=2)[CH:23]=[CH:22][CH:21]=[CH:20][CH:19]=1. The catalyst class is: 4.